Dataset: Reaction yield outcomes from USPTO patents with 853,638 reactions. Task: Predict the reaction yield, written as a fraction of the theoretical maximum amount of product (1.0 means a 100% yield; for example, 0.34 means a 34% yield). (1) The reactants are [CH3:1][O:2][C:3]1[CH2:8][C:7]([O:9][CH3:10])=[CH:6][CH2:5][CH:4]=1.C([Li])(C)(C)C.[I-].[Ba+2].[I-].[CH2:19](Cl)[CH:20]=[C:21]([CH3:23])[CH3:22]. The catalyst is C1COCC1.CCCCC. The product is [CH3:1][O:2][C:3]1[CH:8]([CH2:19][CH:20]=[C:21]([CH3:23])[CH3:22])[C:7]([O:9][CH3:10])=[CH:6][CH2:5][CH:4]=1. The yield is 0.680. (2) The reactants are [CH3:1][O:2][C:3]1[CH:4]=[C:5]2[C:10](=[CH:11][C:12]=1[O:13][CH3:14])[N:9]=[CH:8][CH:7]=[C:6]2[O:15][C:16]1[CH:22]=[CH:21][C:19]([NH2:20])=[CH:18][CH:17]=1.Cl[C:24](Cl)([O:26][C:27](=[O:33])OC(Cl)(Cl)Cl)Cl.[N:35]1([CH2:41]CO)[CH2:40][CH2:39][CH2:38][CH2:37][CH2:36]1.C(=O)(O)[O-].[Na+]. The catalyst is C(Cl)Cl.C(N(CC)CC)C.C1(C)C=CC=CC=1. The product is [CH3:1][O:2][C:3]1[CH:4]=[C:5]2[C:10](=[CH:11][C:12]=1[O:13][CH3:14])[N:9]=[CH:8][CH:7]=[C:6]2[O:15][C:16]1[CH:22]=[CH:21][C:19]([NH:20][C:27](=[O:33])[O:26][CH2:24][CH2:41][N:35]2[CH2:40][CH2:39][CH2:38][CH2:37][CH2:36]2)=[CH:18][CH:17]=1. The yield is 0.740. (3) The reactants are [F:1][C:2]1([F:16])[CH2:10][C:9]2[N:8]3[CH2:11][CH2:12][NH:13][C:14](=[O:15])[C:7]3=[CH:6][C:5]=2[CH2:4][CH2:3]1.[C:17]([O:20][CH2:21][C:22]1[C:27]([Br:28])=[CH:26][C:25]([F:29])=[CH:24][C:23]=1Br)(=[O:19])[CH3:18].CC1(C)C2C(=C(P(C3C=CC=CC=3)C3C=CC=CC=3)C=CC=2)OC2C(P(C3C=CC=CC=3)C3C=CC=CC=3)=CC=CC1=2.C(=O)([O-])[O-].[Cs+].[Cs+]. The catalyst is C1C=CC(/C=C/C(/C=C/C2C=CC=CC=2)=O)=CC=1.C1C=CC(/C=C/C(/C=C/C2C=CC=CC=2)=O)=CC=1.C1C=CC(/C=C/C(/C=C/C2C=CC=CC=2)=O)=CC=1.[Pd].[Pd].O1CCOCC1. The product is [C:17]([O:20][CH2:21][C:22]1[C:23]([N:13]2[CH2:12][CH2:11][N:8]3[C:9]4[CH2:10][C:2]([F:1])([F:16])[CH2:3][CH2:4][C:5]=4[CH:6]=[C:7]3[C:14]2=[O:15])=[CH:24][C:25]([F:29])=[CH:26][C:27]=1[Br:28])(=[O:19])[CH3:18]. The yield is 0.620.